Task: Predict the product of the given reaction.. Dataset: Forward reaction prediction with 1.9M reactions from USPTO patents (1976-2016) Given the reactants O=C1C2C(=CC=CC=2)C(=O)[N:3]1[CH2:12][C:13]1[CH:40]=[CH:39][C:16]([C:17]([NH:19][C:20]2[C:25]([CH3:26])=[CH:24][C:23]([C:27]([F:36])([C:32]([F:35])([F:34])[F:33])[C:28]([F:31])([F:30])[F:29])=[CH:22][C:21]=2[CH2:37][CH3:38])=[O:18])=[CH:15][CH:14]=1.O.NN, predict the reaction product. The product is: [NH2:3][CH2:12][C:13]1[CH:14]=[CH:15][C:16]([C:17]([NH:19][C:20]2[C:25]([CH3:26])=[CH:24][C:23]([C:27]([F:36])([C:28]([F:29])([F:30])[F:31])[C:32]([F:33])([F:34])[F:35])=[CH:22][C:21]=2[CH2:37][CH3:38])=[O:18])=[CH:39][CH:40]=1.